Dataset: Aqueous solubility values for 9,982 compounds from the AqSolDB database. Task: Regression/Classification. Given a drug SMILES string, predict its absorption, distribution, metabolism, or excretion properties. Task type varies by dataset: regression for continuous measurements (e.g., permeability, clearance, half-life) or binary classification for categorical outcomes (e.g., BBB penetration, CYP inhibition). For this dataset (solubility_aqsoldb), we predict Y. (1) The molecule is N#CCCC#N. The Y is 0.175 log mol/L. (2) The drug is C=C(C)C(=O)O.CC(C)(c1ccc(O)cc1)c1ccc(O)cc1.ClCC1CO1. The Y is -5.23 log mol/L. (3) The compound is CC1CC(C)(C)OC(Cc2ccccc2)O1. The Y is -2.74 log mol/L.